This data is from Full USPTO retrosynthesis dataset with 1.9M reactions from patents (1976-2016). The task is: Predict the reactants needed to synthesize the given product. (1) Given the product [Cl:8][C:7]1[C:2]([Cl:1])=[CH:3][C:4]([O:9][CH2:17][F:16])=[CH:5][N:6]=1, predict the reactants needed to synthesize it. The reactants are: [Cl:1][C:2]1[CH:3]=[C:4]([OH:9])[CH:5]=[N:6][C:7]=1[Cl:8].C([O-])([O-])=O.[K+].[K+].[F:16][CH2:17]I.[NH4+].[Cl-]. (2) Given the product [Cl:25][C:19]1[CH:18]=[C:17]([C:14]2[CH:15]=[CH:16][N:12]([CH2:11][C@@H:10]([NH:9][C:7]([C:5]3[N:6]=[C:2]([NH:31][CH2:30][CH2:29][O:28][CH3:27])[S:3][CH:4]=3)=[O:8])[CH3:26])[N:13]=2)[CH:22]=[CH:21][C:20]=1[C:23]#[N:24], predict the reactants needed to synthesize it. The reactants are: Br[C:2]1[S:3][CH:4]=[C:5]([C:7]([NH:9][C@@H:10]([CH3:26])[CH2:11][N:12]2[CH:16]=[CH:15][C:14]([C:17]3[CH:22]=[CH:21][C:20]([C:23]#[N:24])=[C:19]([Cl:25])[CH:18]=3)=[N:13]2)=[O:8])[N:6]=1.[CH3:27][O:28][CH2:29][CH2:30][NH2:31]. (3) The reactants are: [CH3:1][O:2][C:3]1[CH:4]=[C:5]2[C:9](=[CH:10][CH:11]=1)[NH:8][C:7]([C:12]([O:14][CH2:15][CH3:16])=[O:13])=[CH:6]2.[H-].[Na+].Br[CH2:20][C:21]#[N:22]. Given the product [CH2:15]([O:14][C:12]([C:7]1[N:8]([CH2:20][C:21]#[N:22])[C:9]2[C:5]([CH:6]=1)=[CH:4][C:3]([O:2][CH3:1])=[CH:11][CH:10]=2)=[O:13])[CH3:16], predict the reactants needed to synthesize it. (4) Given the product [CH:1]1([S:4]([C:7]2[CH:12]=[CH:11][C:10]([CH:13]([C:21]3[NH:25][C:24]([C:26]4[S:30][C:29]([CH2:31][NH:33][CH2:34][CH2:35][OH:36])=[N:28][N:27]=4)=[CH:23][CH:22]=3)[CH2:14][CH:15]3[CH2:20][CH2:19][O:18][CH2:17][CH2:16]3)=[CH:9][CH:8]=2)(=[O:5])=[O:6])[CH2:2][CH2:3]1, predict the reactants needed to synthesize it. The reactants are: [CH:1]1([S:4]([C:7]2[CH:12]=[CH:11][C:10]([CH:13]([C:21]3[NH:25][C:24]([C:26]4[S:30][C:29]([CH:31]=O)=[N:28][N:27]=4)=[CH:23][CH:22]=3)[CH2:14][CH:15]3[CH2:20][CH2:19][O:18][CH2:17][CH2:16]3)=[CH:9][CH:8]=2)(=[O:6])=[O:5])[CH2:3][CH2:2]1.[NH2:33][CH2:34][CH2:35][OH:36].[BH4-].[Na+].C(=O)([O-])O.[Na+].